From a dataset of Reaction yield outcomes from USPTO patents with 853,638 reactions. Predict the reaction yield, written as a fraction of the theoretical maximum amount of product (1.0 means a 100% yield; for example, 0.34 means a 34% yield). (1) The reactants are C=C(O[C:5](=[O:27])[NH:6][C:7]1[CH:12]=[C:11]([C:13]2[C:14]([CH3:24])=[N:15][C:16]3[C:21]([CH:22]=2)=[CH:20][N:19]=[C:18]([Cl:23])[CH:17]=3)[C:10]([CH3:25])=[CH:9][C:8]=1[F:26])C.Cl.[F:29][C:30]([F:35])([F:34])[CH2:31][CH2:32][NH2:33].CN1CCCC1.O. The product is [Cl:23][C:18]1[CH:17]=[C:16]2[C:21]([CH:22]=[C:13]([C:11]3[C:10]([CH3:25])=[CH:9][C:8]([F:26])=[C:7]([NH:6][C:5]([NH:33][CH2:32][CH2:31][C:30]([F:35])([F:34])[F:29])=[O:27])[CH:12]=3)[C:14]([CH3:24])=[N:15]2)=[CH:20][N:19]=1. The catalyst is C1COCC1. The yield is 0.960. (2) The reactants are [N:1]1[C:6]2[CH2:7][CH2:8][C:9]3[CH:19]=[CH:18][CH:17]=[CH:16][C:10]=3[N:11]([CH2:12][CH2:13][C:14]#[N:15])[C:5]=2[CH:4]=[CH:3][CH:2]=1.B.C1COCC1.Cl.[OH-].[Na+]. The catalyst is C1COCC1. The product is [N:1]1[C:6]2[CH2:7][CH2:8][C:9]3[CH:19]=[CH:18][CH:17]=[CH:16][C:10]=3[N:11]([CH2:12][CH2:13][CH2:14][NH2:15])[C:5]=2[CH:4]=[CH:3][CH:2]=1. The yield is 0.450. (3) The yield is 0.240. The catalyst is CS(C)=O.C(=O)(O)[O-].[Na+].C(#N)C.CCOCC. The reactants are F[C:2]1[CH:3]=[CH:4][CH:5]=[C:6]2[C:11]=1[N:10]=[CH:9][C:8]([S:12]([C:15]1[CH:20]=[CH:19][CH:18]=[CH:17][CH:16]=1)(=[O:14])=[O:13])=[CH:7]2.C(=O)([O-])[O-].[K+].[K+].[N:27]1[CH:32]=[CH:31][C:30]([CH2:33][CH2:34][NH2:35])=[CH:29][CH:28]=1.[ClH:36]. The product is [ClH:36].[C:15]1([S:12]([C:8]2[CH:9]=[N:10][C:11]3[C:6]([CH:7]=2)=[CH:5][CH:4]=[CH:3][C:2]=3[NH:35][CH2:34][CH2:33][C:30]2[CH:31]=[CH:32][N:27]=[CH:28][CH:29]=2)(=[O:14])=[O:13])[CH:20]=[CH:19][CH:18]=[CH:17][CH:16]=1. (4) The reactants are [F:1][C:2]1[CH:3]=[C:4]2[C:9](=[CH:10][CH:11]=1)[NH:8][C:7](=[O:12])[CH2:6][CH2:5]2.[H-].[Na+].Br[CH2:16][CH2:17][CH2:18][Cl:19]. The catalyst is CN(C=O)C. The product is [Cl:19][CH2:18][CH2:17][CH2:16][N:8]1[C:9]2[C:4](=[CH:3][C:2]([F:1])=[CH:11][CH:10]=2)[CH2:5][CH2:6][C:7]1=[O:12]. The yield is 0.730.